From a dataset of Forward reaction prediction with 1.9M reactions from USPTO patents (1976-2016). Predict the product of the given reaction. (1) Given the reactants [NH2:1][C:2]([NH:4][C:5]1[CH:9]=[C:8]([C:10]2[CH:15]=[CH:14][CH:13]=[C:12]([F:16])[CH:11]=2)[S:7][C:6]=1[C:17]([O:19]C)=O)=[O:3].[NH2:21][C@H:22]1[CH2:27][CH2:26][CH2:25][N:24]([C:28]([O:30][C:31]([CH3:34])([CH3:33])[CH3:32])=[O:29])[CH2:23]1.C[Al](C)C, predict the reaction product. The product is: [NH2:1][C:2]([NH:4][C:5]1[CH:9]=[C:8]([C:10]2[CH:15]=[CH:14][CH:13]=[C:12]([F:16])[CH:11]=2)[S:7][C:6]=1[C:17]([NH:21][C@H:22]1[CH2:27][CH2:26][CH2:25][N:24]([C:28]([O:30][C:31]([CH3:34])([CH3:33])[CH3:32])=[O:29])[CH2:23]1)=[O:19])=[O:3]. (2) Given the reactants Cl[CH2:2][CH2:3][C:4]1[CH:9]=[CH:8][C:7]([NH:10][C:11](=[O:13])[CH3:12])=[C:6]([CH3:14])[CH:5]=1.Cl.[N:16]1([C:22]2[C:30]3[C:25](=[CH:26][CH:27]=[CH:28][CH:29]=3)[NH:24][N:23]=2)[CH2:21][CH2:20][NH:19][CH2:18][CH2:17]1, predict the reaction product. The product is: [NH:24]1[C:25]2[C:30](=[CH:29][CH:28]=[CH:27][CH:26]=2)[C:22]([N:16]2[CH2:17][CH2:18][N:19]([CH2:2][CH2:3][C:4]3[CH:9]=[CH:8][C:7]([NH:10][C:11](=[O:13])[CH3:12])=[C:6]([CH3:14])[CH:5]=3)[CH2:20][CH2:21]2)=[N:23]1. (3) Given the reactants [C:1]([O:5][C:6]([N:8]1[CH2:13][CH2:12][C:11]([CH2:26][CH2:27][O:28][Si](C(C)(C)C)(C)C)([C:14]2[NH:18][N:17]=[C:16]([CH2:19][C:20]3[CH:25]=[CH:24][CH:23]=[CH:22][CH:21]=3)[CH:15]=2)[CH2:10][CH2:9]1)=[O:7])([CH3:4])([CH3:3])[CH3:2].[F-].C([N+](CCCC)(CCCC)CCCC)CCC.Cl, predict the reaction product. The product is: [C:1]([O:5][C:6]([N:8]1[CH2:13][CH2:12][C:11]([CH2:26][CH2:27][OH:28])([C:14]2[NH:18][N:17]=[C:16]([CH2:19][C:20]3[CH:25]=[CH:24][CH:23]=[CH:22][CH:21]=3)[CH:15]=2)[CH2:10][CH2:9]1)=[O:7])([CH3:3])([CH3:4])[CH3:2]. (4) Given the reactants [F:1][C:2]([F:12])([F:11])[CH:3]([O:8][CH2:9]Br)[C:4]([F:7])([F:6])[F:5].[F-:13].[K+].S1(CCCC1)(=O)=O.C(O)COCCOCCO, predict the reaction product. The product is: [CH2:9]([F:13])[O:8][CH:3]([C:4]([F:7])([F:6])[F:5])[C:2]([F:12])([F:11])[F:1]. (5) Given the reactants [N:1]1[CH:6]=[CH:5][CH:4]=[CH:3][C:2]=1[CH2:7][NH:8][C:9]([C:11]1[C:20]2[C:15](=[CH:16][CH:17]=[CH:18][CH:19]=2)[CH:14]=[CH:13][CH:12]=1)=O.O=P(Cl)(Cl)Cl.C(=O)([O-])[O-].[K+].[K+], predict the reaction product. The product is: [C:11]1([C:9]2[N:1]3[CH:6]=[CH:5][CH:4]=[CH:3][C:2]3=[CH:7][N:8]=2)[C:20]2[C:15](=[CH:16][CH:17]=[CH:18][CH:19]=2)[CH:14]=[CH:13][CH:12]=1. (6) Given the reactants [F:1][C:2]1[CH:7]=[CH:6][C:5]([CH:8](O)[CH2:9][N:10]2[CH2:15][CH2:14][N:13]([C:16]3[CH:21]=[CH:20][CH:19]=[CH:18][CH:17]=3)[CH2:12][CH2:11]2)=[CH:4][CH:3]=1.CS(Cl)(=O)=O.[NH2:28][CH2:29][C:30]1[CH:35]=[CH:34][CH:33]=[CH:32][N:31]=1, predict the reaction product. The product is: [F:1][C:2]1[CH:7]=[CH:6][C:5]([CH:8]([NH:28][CH2:29][C:30]2[CH:35]=[CH:34][CH:33]=[CH:32][N:31]=2)[CH2:9][N:10]2[CH2:15][CH2:14][N:13]([C:16]3[CH:21]=[CH:20][CH:19]=[CH:18][CH:17]=3)[CH2:12][CH2:11]2)=[CH:4][CH:3]=1. (7) Given the reactants [CH:1]([C:3]1[CH:8]=[CH:7][C:6]([C:9]2[CH:14]=[CH:13][C:12]([CH2:15][CH2:16][C:17]([O:19][CH2:20][CH3:21])=[O:18])=[CH:11][C:10]=2[O:22][CH2:23][CH2:24][CH2:25][O:26][CH3:27])=[CH:5][CH:4]=1)=O.C(O)(=O)C.[CH3:32][N:33]1[CH2:38][CH2:37][NH:36][CH2:35][CH2:34]1.C(O[BH-](OC(=O)C)OC(=O)C)(=O)C.[Na+].C(=O)(O)[O-].[Na+], predict the reaction product. The product is: [CH3:27][O:26][CH2:25][CH2:24][CH2:23][O:22][C:10]1[CH:11]=[C:12]([CH2:15][CH2:16][C:17]([O:19][CH2:20][CH3:21])=[O:18])[CH:13]=[CH:14][C:9]=1[C:6]1[CH:5]=[CH:4][C:3]([CH2:1][N:36]2[CH2:37][CH2:38][N:33]([CH3:32])[CH2:34][CH2:35]2)=[CH:8][CH:7]=1. (8) Given the reactants F[C:2]1[CH:3]=[C:4]([CH:6]=[CH:7][C:8]=1[N+:9]([O-:11])=[O:10])[NH2:5].[CH:12]([C:14]1[CH:19]=[CH:18][C:17]([OH:20])=[CH:16][CH:15]=1)=[CH2:13].C([O-])([O-])=O.[K+].[K+].C(OCC)(=O)C.CCCCCC, predict the reaction product. The product is: [N+:9]([C:8]1[CH:7]=[CH:6][C:4]([NH2:5])=[CH:3][C:2]=1[O:20][C:17]1[CH:18]=[CH:19][C:14]([CH:12]=[CH2:13])=[CH:15][CH:16]=1)([O-:11])=[O:10]. (9) Given the reactants [OH:1][CH2:2][C:3]1[CH:4]=[C:5](B(O)O)[CH:6]=[CH:7][CH:8]=1.[NH2:12][C:13]1[C:22](Br)=[N:21][C:20]([Br:24])=[CH:19][C:14]=1[C:15]([O:17][CH3:18])=[O:16].C(=O)([O-])[O-].[Na+].[Na+], predict the reaction product. The product is: [NH2:12][C:13]1[C:22]([C:5]2[CH:6]=[CH:7][CH:8]=[C:3]([CH2:2][OH:1])[CH:4]=2)=[N:21][C:20]([Br:24])=[CH:19][C:14]=1[C:15]([O:17][CH3:18])=[O:16].